Dataset: Catalyst prediction with 721,799 reactions and 888 catalyst types from USPTO. Task: Predict which catalyst facilitates the given reaction. (1) Reactant: Cl[C:2]1[CH:7]=[CH:6][N:5]=[C:4]2[CH:8]=[C:9]([S:11][CH3:12])[S:10][C:3]=12.[F:13][C:14]1[CH:19]=[C:18]([N+:20]([O-:22])=[O:21])[CH:17]=[CH:16][C:15]=1[OH:23].C(=O)([O-])[O-].[Na+].[Na+]. Product: [F:13][C:14]1[CH:19]=[C:18]([N+:20]([O-:22])=[O:21])[CH:17]=[CH:16][C:15]=1[O:23][C:2]1[CH:7]=[CH:6][N:5]=[C:4]2[CH:8]=[C:9]([S:11][CH3:12])[S:10][C:3]=12. The catalyst class is: 400. (2) Reactant: C[Si]([N-][Si](C)(C)C)(C)C.[Li+].[Br:11][C:12]1[CH:13]=[CH:14][C:15]([F:21])=[C:16]([C:18](=[O:20])[CH3:19])[CH:17]=1.[O:22]1[CH2:27][CH2:26][C:25](=[O:28])[CH2:24][CH2:23]1. Product: [Br:11][C:12]1[CH:13]=[CH:14][C:15]([F:21])=[C:16]([C:18](=[O:20])[CH2:19][C:25]2([OH:28])[CH2:26][CH2:27][O:22][CH2:23][CH2:24]2)[CH:17]=1. The catalyst class is: 1. (3) Reactant: Cl.C(OC(=O)[N:8]([CH2:15][C:16]1[CH:17]=[N:18][C:19]([F:47])=[CH:20][C:21]=1[C:22]1[C:27]2[S:28][C:29]([C:31]3[C:36]([F:37])=[CH:35][N:34]=[C:33]([NH:38][CH2:39][CH2:40][N:41]4[CH2:45][CH2:44][NH:43][C:42]4=[O:46])[N:32]=3)=[CH:30][C:26]=2[CH:25]=[CH:24][CH:23]=1)[CH2:9][CH2:10][C:11]([F:14])([F:13])[F:12])(C)(C)C. Product: [F:37][C:36]1[C:31]([C:29]2[S:28][C:27]3[C:22]([C:21]4[C:16]([CH2:15][NH:8][CH2:9][CH2:10][C:11]([F:12])([F:13])[F:14])=[CH:17][N:18]=[C:19]([F:47])[CH:20]=4)=[CH:23][CH:24]=[CH:25][C:26]=3[CH:30]=2)=[N:32][C:33]([NH:38][CH2:39][CH2:40][N:41]2[CH2:45][CH2:44][NH:43][C:42]2=[O:46])=[N:34][CH:35]=1. The catalyst class is: 4.